This data is from Reaction yield outcomes from USPTO patents with 853,638 reactions. The task is: Predict the reaction yield, written as a fraction of the theoretical maximum amount of product (1.0 means a 100% yield; for example, 0.34 means a 34% yield). (1) The reactants are [NH2:1][C:2]1[CH:3]=[N:4][N:5]([CH3:22])[C:6]=1[N:7]1[CH2:12][CH2:11][CH2:10][C@H:9]([CH2:13][NH:14]C(=O)OC(C)(C)C)[CH2:8]1.[NH2:23][C:24]1[C:25]([C:31]([OH:33])=O)=[N:26][C:27](Br)=[CH:28][CH:29]=1.[F:34][C:35]1[CH:40]=[CH:39][CH:38]=[CH:37][C:36]=1B(O)O. No catalyst specified. The product is [NH2:23][C:24]1[C:25]([C:31]([NH:1][C:2]2[CH:3]=[N:4][N:5]([CH3:22])[C:6]=2[N:7]2[CH2:12][CH2:11][CH2:10][C@H:9]([CH2:13][NH2:14])[CH2:8]2)=[O:33])=[N:26][C:27]([C:36]2[CH:37]=[CH:38][CH:39]=[CH:40][C:35]=2[F:34])=[CH:28][CH:29]=1. The yield is 0.180. (2) The product is [Cl:27][CH2:33][CH2:34][C:35]([NH:17][C:13]1[CH:14]=[CH:15][CH:16]=[C:11]([C:2]2[CH:3]=[N:4][C:5]3[C:10](=[CH:9][CH:8]=[CH:7][CH:6]=3)[N:1]=2)[CH:12]=1)=[O:36]. The catalyst is C(OCC)(=O)C. The yield is 0.280. The reactants are [N:1]1[C:10]2[C:5](=[CH:6][CH:7]=[CH:8][CH:9]=2)[N:4]=[CH:3][C:2]=1[C:11]1[CH:12]=[C:13]([NH2:17])[CH:14]=[CH:15][CH:16]=1.CCN(C(C)C)C(C)C.[Cl:27]C(Cl)C(Cl)=O.[CH2:33]1C[O:36][CH2:35][CH2:34]1.